This data is from Forward reaction prediction with 1.9M reactions from USPTO patents (1976-2016). The task is: Predict the product of the given reaction. (1) Given the reactants Br[C:2]1[CH:7]=[CH:6][C:5]([C:8]2[N:9]([CH2:13][CH:14]3[CH2:18][CH2:17][N:16]([C:19]([CH:21]4[CH2:23][CH2:22]4)=[O:20])[CH2:15]3)[CH:10]=[CH:11][N:12]=2)=[CH:4][CH:3]=1.[NH:24]1[C:32]2[C:27](=[CH:28][C:29](B(O)O)=[CH:30][CH:31]=2)[CH:26]=[CH:25]1.C([O-])(O)=O.[Na+], predict the reaction product. The product is: [CH:21]1([C:19]([N:16]2[CH2:17][CH2:18][C@@H:14]([CH2:13][N:9]3[CH:10]=[CH:11][N:12]=[C:8]3[C:5]3[CH:6]=[CH:7][C:2]([C:29]4[CH:28]=[C:27]5[C:32](=[CH:31][CH:30]=4)[NH:24][CH:25]=[CH:26]5)=[CH:3][CH:4]=3)[CH2:15]2)=[O:20])[CH2:23][CH2:22]1. (2) The product is: [C:1]([N:8]1[CH2:13][CH2:12][N:11]([C:14]2[CH:19]=[CH:18][CH:17]=[CH:16][C:15]=2[O:20][CH2:27][CH:28]([CH3:30])[CH3:29])[CH2:10][CH2:9]1)([O:3][C:4]([CH3:7])([CH3:6])[CH3:5])=[O:2]. Given the reactants [C:1]([N:8]1[CH2:13][CH2:12][N:11]([C:14]2[CH:19]=[CH:18][CH:17]=[CH:16][C:15]=2[OH:20])[CH2:10][CH2:9]1)([O:3][C:4]([CH3:7])([CH3:6])[CH3:5])=[O:2].C([O-])([O-])=O.[K+].[K+].[CH2:27](I)[CH:28]([CH3:30])[CH3:29], predict the reaction product.